From a dataset of Reaction yield outcomes from USPTO patents with 853,638 reactions. Predict the reaction yield, written as a fraction of the theoretical maximum amount of product (1.0 means a 100% yield; for example, 0.34 means a 34% yield). (1) The reactants are [C:1]([O:5][C:6](=[O:19])[NH:7][C:8]1[CH:13]=[CH:12][C:11]([C:14]([F:17])([F:16])[F:15])=[CH:10][C:9]=1[NH2:18])([CH3:4])([CH3:3])[CH3:2].[C:20]([O:26][CH2:27][C:28]1[CH:33]=[CH:32][CH:31]=[CH:30][CH:29]=1)(=[O:25])[CH2:21][C:22]([O-])=[O:23].C(N(CC)C(C)C)(C)C.CN(C(ON1N=NC2C=CC=NC1=2)=[N+](C)C)C.F[P-](F)(F)(F)(F)F. The catalyst is C(Cl)Cl.CN(C=O)C. The product is [CH2:27]([O:26][C:20](=[O:25])[CH2:21][C:22]([NH:18][C:9]1[CH:10]=[C:11]([C:14]([F:17])([F:16])[F:15])[CH:12]=[CH:13][C:8]=1[NH:7][C:6]([O:5][C:1]([CH3:4])([CH3:2])[CH3:3])=[O:19])=[O:23])[C:28]1[CH:33]=[CH:32][CH:31]=[CH:30][CH:29]=1. The yield is 0.770. (2) The reactants are C([O:5][C:6]1[CH:7]=[C:8]2[C:13](=[CH:14][CH:15]=1)[N:12]=[C:11]([CH2:16][CH:17]([CH3:19])[CH3:18])[C:10]([C:20]#[N:21])=[C:9]2[C:22]1[CH:27]=[CH:26][CH:25]=[CH:24][C:23]=1[F:28])(C)(C)C.N.O1CCCC1.[C:43](O[C:43]([O:45][C:46]([CH3:49])([CH3:48])[CH3:47])=[O:44])([O:45][C:46]([CH3:49])([CH3:48])[CH3:47])=[O:44]. The catalyst is [Ni].CO. The product is [F:28][C:23]1[CH:24]=[CH:25][CH:26]=[CH:27][C:22]=1[C:9]1[C:8]2[C:13](=[CH:14][CH:15]=[C:6]([OH:5])[CH:7]=2)[N:12]=[C:11]([CH2:16][CH:17]([CH3:18])[CH3:19])[C:10]=1[CH2:20][NH:21][C:43](=[O:44])[O:45][C:46]([CH3:47])([CH3:48])[CH3:49]. The yield is 0.900. (3) The reactants are [NH2:1][C:2]1[CH:28]=[CH:27][C:5]([O:6][C:7]2[CH:12]=[CH:11][N:10]=[C:9]([NH:13][C:14]([N:16]3[CH2:21][CH2:20][N:19]([CH:22]4[CH2:25][N:24]([CH3:26])[CH2:23]4)[CH2:18][CH2:17]3)=[O:15])[CH:8]=2)=[C:4]([F:29])[CH:3]=1.[F:30][C:31]1[CH:36]=[CH:35][C:34]([CH2:37][C:38]([N:40]=[C:41]=[O:42])=[O:39])=[CH:33][CH:32]=1.C(=O)([O-])O.[Na+].C(OCC)C. The catalyst is O1CCCC1.C(OCC)(=O)C.CCCCCC. The product is [F:29][C:4]1[CH:3]=[C:2]([NH:1][C:41]([NH:40][C:38](=[O:39])[CH2:37][C:34]2[CH:35]=[CH:36][C:31]([F:30])=[CH:32][CH:33]=2)=[O:42])[CH:28]=[CH:27][C:5]=1[O:6][C:7]1[CH:12]=[CH:11][N:10]=[C:9]([NH:13][C:14]([N:16]2[CH2:17][CH2:18][N:19]([CH:22]3[CH2:23][N:24]([CH3:26])[CH2:25]3)[CH2:20][CH2:21]2)=[O:15])[CH:8]=1. The yield is 0.319. (4) The reactants are CN(C(ON1N=NC2C=CC=NC1=2)=[N+](C)C)C.F[P-](F)(F)(F)(F)F.[N:25]1[C:34]2[C:29](=[CH:30][C:31]([CH2:35][N:36]3[C:44]4[C:39](=[N:40][CH:41]=[C:42]([C:45]5[CH:53]=[CH:52][C:48]([C:49]([OH:51])=O)=[CH:47][CH:46]=5)[N:43]=4)[N:38]=[N:37]3)=[CH:32][CH:33]=2)[CH:28]=[CH:27][CH:26]=1.[CH3:54][N:55]([CH3:60])[CH2:56][CH2:57][NH:58][CH3:59].C(N(CC)CC)C. The catalyst is CN(C=O)C. The product is [CH3:54][N:55]([CH3:60])[CH2:56][CH2:57][N:58]([CH3:59])[C:49](=[O:51])[C:48]1[CH:47]=[CH:46][C:45]([C:42]2[N:43]=[C:44]3[N:36]([CH2:35][C:31]4[CH:30]=[C:29]5[C:34](=[CH:33][CH:32]=4)[N:25]=[CH:26][CH:27]=[CH:28]5)[N:37]=[N:38][C:39]3=[N:40][CH:41]=2)=[CH:53][CH:52]=1. The yield is 0.480. (5) The catalyst is C1COCC1.CO.O. The reactants are [BH4-].[Na+].C([O:5][C:6]([C:8]1[CH:21]=[C:11]2[C:12](=[O:20])[N:13]([CH2:16][CH:17]3[CH2:19][CH2:18]3)[CH2:14][CH2:15][N:10]2[N:9]=1)=O)C. The product is [CH:17]1([CH2:16][N:13]2[CH2:14][CH2:15][N:10]3[N:9]=[C:8]([CH2:6][OH:5])[CH:21]=[C:11]3[C:12]2=[O:20])[CH2:18][CH2:19]1. The yield is 0.780. (6) The reactants are [C:1]1([C:8]([OH:10])=O)([C:5]([OH:7])=[O:6])[CH2:4][CH2:3][CH2:2]1.C(N(CC)CC)C.S(Cl)(Cl)=O.[F:22][C:23]1[CH:29]=[CH:28][C:26]([NH2:27])=[CH:25][CH:24]=1. The catalyst is C1COCC1.C(OCC)(=O)C. The product is [F:22][C:23]1[CH:29]=[CH:28][C:26]([NH:27][C:8]([C:1]2([C:5]([OH:7])=[O:6])[CH2:2][CH2:3][CH2:4]2)=[O:10])=[CH:25][CH:24]=1. The yield is 0.349. (7) The product is [Cl:20][C:4]1[C:5]([CH2:8][N:9]2[C:17](=[O:18])[C:16]3[C:11](=[CH:12][CH:13]=[CH:14][CH:15]=3)[C:10]2=[O:19])=[N:6][CH:7]=[C:2]([CH:27]=[CH2:28])[CH:3]=1. The yield is 0.650. The reactants are Br[C:2]1[CH:3]=[C:4]([Cl:20])[C:5]([CH2:8][N:9]2[C:17](=[O:18])[C:16]3[C:11](=[CH:12][CH:13]=[CH:14][CH:15]=3)[C:10]2=[O:19])=[N:6][CH:7]=1.C([O-])([O-])=O.[K+].[K+].[C:27]1(C)C=CC=C[CH:28]=1. The catalyst is C1C=CC([P]([Pd]([P](C2C=CC=CC=2)(C2C=CC=CC=2)C2C=CC=CC=2)([P](C2C=CC=CC=2)(C2C=CC=CC=2)C2C=CC=CC=2)[P](C2C=CC=CC=2)(C2C=CC=CC=2)C2C=CC=CC=2)(C2C=CC=CC=2)C2C=CC=CC=2)=CC=1. (8) No catalyst specified. The product is [CH2:1]([O:8][C:9]1[C:14]2[S:17][C:16]([NH2:18])=[N:15][C:13]=2[C:12]([O:19][CH3:20])=[CH:11][CH:10]=1)[C:2]1[CH:3]=[CH:4][CH:5]=[CH:6][CH:7]=1. The reactants are [CH2:1]([O:8][C:9]1[CH:10]=[CH:11][C:12]([O:19][CH3:20])=[C:13]([NH:15][C:16]([NH2:18])=[S:17])[CH:14]=1)[C:2]1[CH:7]=[CH:6][CH:5]=[CH:4][CH:3]=1.COC1C=C(C2C=CC=CC=2)C2SC(N)=NC=2C=1. The yield is 0.820. (9) The reactants are [Cl:1][C:2]1[CH:3]=[C:4]([N:19]2[CH:23]=[N:22][C:21]([C:24]([N:26]([OH:41])[CH2:27][C:28]3[CH:33]=[CH:32][C:31]([O:34][C:35]4[CH:40]=[CH:39][CH:38]=[CH:37][CH:36]=4)=[CH:30][CH:29]=3)=[O:25])=[N:20]2)[CH:5]=[C:6]([Cl:18])[C:7]=1[O:8]CC1C=CC(OC)=CC=1. The catalyst is FC(F)(F)C(O)=O. The product is [Cl:1][C:2]1[CH:3]=[C:4]([N:19]2[CH:23]=[N:22][C:21]([C:24]([N:26]([OH:41])[CH2:27][C:28]3[CH:29]=[CH:30][C:31]([O:34][C:35]4[CH:36]=[CH:37][CH:38]=[CH:39][CH:40]=4)=[CH:32][CH:33]=3)=[O:25])=[N:20]2)[CH:5]=[C:6]([Cl:18])[C:7]=1[OH:8]. The yield is 0.370.